The task is: Regression. Given two drug SMILES strings and cell line genomic features, predict the synergy score measuring deviation from expected non-interaction effect.. This data is from Merck oncology drug combination screen with 23,052 pairs across 39 cell lines. (1) Drug 1: COc1cccc2c1C(=O)c1c(O)c3c(c(O)c1C2=O)CC(O)(C(=O)CO)CC3OC1CC(N)C(O)C(C)O1. Drug 2: O=C(O)C1(Cc2cccc(Nc3nccs3)n2)CCC(Oc2cccc(Cl)c2F)CC1. Cell line: LNCAP. Synergy scores: synergy=-17.4. (2) Drug 1: COC12C(COC(N)=O)C3=C(C(=O)C(C)=C(N)C3=O)N1CC1NC12. Drug 2: O=C(O)C1(Cc2cccc(Nc3nccs3)n2)CCC(Oc2cccc(Cl)c2F)CC1. Cell line: UWB1289BRCA1. Synergy scores: synergy=6.54. (3) Cell line: UWB1289. Drug 2: COC1=C2CC(C)CC(OC)C(O)C(C)C=C(C)C(OC(N)=O)C(OC)C=CC=C(C)C(=O)NC(=CC1=O)C2=O. Synergy scores: synergy=-12.3. Drug 1: CN(C)C(=N)N=C(N)N. (4) Drug 1: Cc1nc(Nc2ncc(C(=O)Nc3c(C)cccc3Cl)s2)cc(N2CCN(CCO)CC2)n1. Drug 2: Cn1c(=O)n(-c2ccc(C(C)(C)C#N)cc2)c2c3cc(-c4cnc5ccccc5c4)ccc3ncc21. Cell line: RKO. Synergy scores: synergy=35.0. (5) Drug 1: N.N.O=C(O)C1(C(=O)O)CCC1.[Pt]. Drug 2: Cn1cc(-c2cnn3c(N)c(Br)c(C4CCCNC4)nc23)cn1. Cell line: RPMI7951. Synergy scores: synergy=-4.08. (6) Drug 1: C=CCn1c(=O)c2cnc(Nc3ccc(N4CCN(C)CC4)cc3)nc2n1-c1cccc(C(C)(C)O)n1. Drug 2: CCc1cnn2c(NCc3ccc[n+]([O-])c3)cc(N3CCCCC3CCO)nc12. Cell line: UWB1289. Synergy scores: synergy=40.7.